Dataset: Reaction yield outcomes from USPTO patents with 853,638 reactions. Task: Predict the reaction yield, written as a fraction of the theoretical maximum amount of product (1.0 means a 100% yield; for example, 0.34 means a 34% yield). (1) The product is [CH3:8][C:7]1[CH:9]=[CH:10][C:4]([S:1]([O:15][CH2:14][CH2:13][CH2:12][O:16][S:1]([C:4]2[CH:10]=[CH:9][C:7]([CH3:8])=[CH:6][CH:5]=2)(=[O:3])=[O:2])(=[O:3])=[O:2])=[CH:5][CH:6]=1. The catalyst is N1C=CC=CC=1. The yield is 0.830. The reactants are [S:1](Cl)([C:4]1[CH:10]=[CH:9][C:7]([CH3:8])=[CH:6][CH:5]=1)(=[O:3])=[O:2].[CH2:12]([OH:16])[CH2:13][CH2:14][OH:15]. (2) The reactants are [N+:1]([O-:4])(O)=[O:2].[C:5]([C:10]1[CH:15]=[CH:14][CH:13]=[CH:12][CH:11]=1)(=[O:9])[CH2:6][CH2:7][CH3:8].[N+]([O-])(O)=O.S(=O)(=O)(O)O. The catalyst is S(=O)(=O)(O)O. The product is [N+:1]([C:12]1[CH:11]=[C:10]([C:5](=[O:9])[CH2:6][CH2:7][CH3:8])[CH:15]=[CH:14][CH:13]=1)([O-:4])=[O:2]. The yield is 0.100. (3) The reactants are F[P-](F)(F)(F)(F)F.N1(OC(N(C)C)=[N+](C)C)C2C=CC=CC=2N=N1.[F:25][C:26]1[CH:34]=[CH:33][C:32]([CH2:35][C:36]2[C:45]3[C:40](=[CH:41][CH:42]=[CH:43][CH:44]=3)[C:39](=[O:46])[NH:38][N:37]=2)=[CH:31][C:27]=1[C:28]([OH:30])=O.C(N(CC)CC)C.Cl.[O:55]1[CH2:59][CH2:58][CH2:57][CH:56]1[CH2:60][O:61][CH:62]1[CH2:67][CH2:66][NH:65][CH2:64][CH2:63]1. The catalyst is CN(C)C=O. The product is [F:25][C:26]1[CH:34]=[CH:33][C:32]([CH2:35][C:36]2[C:45]3[C:40](=[CH:41][CH:42]=[CH:43][CH:44]=3)[C:39](=[O:46])[NH:38][N:37]=2)=[CH:31][C:27]=1[C:28]([N:65]1[CH2:66][CH2:67][CH:62]([O:61][CH2:60][CH:56]2[CH2:57][CH2:58][CH2:59][O:55]2)[CH2:63][CH2:64]1)=[O:30]. The yield is 0.760. (4) The reactants are [CH2:1]([O:8][C:9]1[CH:10]=[C:11]([C@H:15]2[CH2:17][C@@H:16]2[CH2:18][OH:19])[CH:12]=[N:13][CH:14]=1)[C:2]1[CH:7]=[CH:6][CH:5]=[CH:4][CH:3]=1.[H-].[Na+].Br.Br[CH2:24][C:25]1[CH:30]=[CH:29][CH:28]=[CH:27][N:26]=1.[NH4+].[Cl-]. The catalyst is C1COCC1.[I-].C([N+](CCCC)(CCCC)CCCC)CCC. The product is [CH2:1]([O:8][C:9]1[CH:14]=[N:13][CH:12]=[C:11]([C@H:15]2[CH2:17][C@@H:16]2[CH2:18][O:19][CH2:24][C:25]2[CH:30]=[CH:29][CH:28]=[CH:27][N:26]=2)[CH:10]=1)[C:2]1[CH:3]=[CH:4][CH:5]=[CH:6][CH:7]=1. The yield is 0.880. (5) The reactants are COC1C=CC(C[N:8]2[C:12]3[N:13]=[CH:14][C:15]4[CH2:16][CH:17]([NH:21][C:22]([NH:24][C:25]5[CH:30]=[CH:29][CH:28]=[CH:27][CH:26]=5)=[O:23])[CH2:18][CH2:19][C:20]=4[C:11]=3[CH:10]=[N:9]2)=CC=1.FC(F)(F)C(O)=O. The catalyst is C1(C)C=CC=CC=1. The product is [C:25]1([NH:24][C:22]([NH:21][CH:17]2[CH2:16][C:15]3[CH:14]=[N:13][C:12]4[NH:8][N:9]=[CH:10][C:11]=4[C:20]=3[CH2:19][CH2:18]2)=[O:23])[CH:26]=[CH:27][CH:28]=[CH:29][CH:30]=1. The yield is 0.450. (6) The reactants are [CH3:1][C:2]1[O:6][N:5]=[C:4]([C:7]2[CH:12]=[CH:11][CH:10]=[CH:9][C:8]=2[C:13]([F:16])([F:15])[F:14])[C:3]=1[C:17]([OH:19])=O.Cl.C(N=C=NCCCN(C)C)C.[Cl:32][C:33]1[CH:34]=[C:35]([N:40]2[CH2:45][CH2:44][NH:43][CH2:42][CH2:41]2)[CH:36]=[CH:37][C:38]=1[Cl:39]. The catalyst is ClCCl. The product is [Cl:32][C:33]1[CH:34]=[C:35]([N:40]2[CH2:45][CH2:44][N:43]([C:17]([C:3]3[C:4]([C:7]4[CH:12]=[CH:11][CH:10]=[CH:9][C:8]=4[C:13]([F:14])([F:15])[F:16])=[N:5][O:6][C:2]=3[CH3:1])=[O:19])[CH2:42][CH2:41]2)[CH:36]=[CH:37][C:38]=1[Cl:39]. The yield is 0.720. (7) The reactants are Cl[C:2]1[CH:7]=[CH:6][C:5]([N+:8]([O-:10])=[O:9])=[CH:4][N:3]=1.C([N:14](CC)[CH:15]([CH3:17])[CH3:16])(C)C.[CH2:20](O)[CH3:21]. No catalyst specified. The product is [CH2:17]1[C:20]2[C:21](=[CH:4][CH:5]=[CH:6][CH:7]=2)[CH2:16][CH:15]1[NH:14][C:2]1[CH:7]=[CH:6][C:5]([N+:8]([O-:10])=[O:9])=[CH:4][N:3]=1. The yield is 0.880. (8) The reactants are [CH2:1]([O:3][C:4]([C:6]1[C:7]2[CH2:18][CH2:17][C:16](CC3C=CC=CC=3)(Br)[C:15](=[O:27])[C:8]=2[S:9][C:10]=1[NH:11][C:12](=[O:14])[CH3:13])=[O:5])[CH3:2].[Li+].[Br-].[NH4+].[Cl-]. The catalyst is CN(C=O)C. The product is [CH2:1]([O:3][C:4]([C:6]1[C:7]2[CH:18]=[C:17]([CH2:6][C:7]3[CH:18]=[CH:17][CH:16]=[CH:15][CH:8]=3)[CH:16]=[C:15]([OH:27])[C:8]=2[S:9][C:10]=1[NH:11][C:12](=[O:14])[CH3:13])=[O:5])[CH3:2]. The yield is 0.220. (9) The reactants are [CH3:1][C@H:2]([NH:7][C:8]([C:10]1[C:18]2[C:13](=[N:14][CH:15]=[C:16]([C:19]3[S:20][C:21]([C:24](=[O:33])[NH:25][CH2:26][C:27]4[CH:32]=[CH:31][CH:30]=[CH:29][CH:28]=4)=[CH:22][CH:23]=3)[N:17]=2)[N:12](COCC[Si](C)(C)C)[CH:11]=1)=[O:9])[C:3]([CH3:6])([CH3:5])[CH3:4].FC(F)(F)C(O)=O.C([O-])(=O)C.[Na+].O. The catalyst is ClCCl.C(OCC)(=O)C. The product is [CH3:1][C@H:2]([NH:7][C:8]([C:10]1[C:18]2[C:13](=[N:14][CH:15]=[C:16]([C:19]3[S:20][C:21]([C:24](=[O:33])[NH:25][CH2:26][C:27]4[CH:32]=[CH:31][CH:30]=[CH:29][CH:28]=4)=[CH:22][CH:23]=3)[N:17]=2)[NH:12][CH:11]=1)=[O:9])[C:3]([CH3:6])([CH3:5])[CH3:4]. The yield is 0.790.